The task is: Predict the product of the given reaction.. This data is from Forward reaction prediction with 1.9M reactions from USPTO patents (1976-2016). Given the reactants [OH:1][C:2]1[C:9]([CH3:10])=[CH:8][CH:7]=[CH:6][C:3]=1[CH:4]=[O:5].C(N(C(C)C)CC)(C)C.[CH2:20]([O:22][CH2:23]OCl)[CH3:21], predict the reaction product. The product is: [CH2:20]([O:22][CH2:23][O:1][C:2]1[C:9]([CH3:10])=[CH:8][CH:7]=[CH:6][C:3]=1[CH:4]=[O:5])[CH3:21].